Dataset: Reaction yield outcomes from USPTO patents with 853,638 reactions. Task: Predict the reaction yield, written as a fraction of the theoretical maximum amount of product (1.0 means a 100% yield; for example, 0.34 means a 34% yield). The reactants are [CH:1]1[C:13]2[CH:12]([CH2:14][O:15][C:16]([N:18]([CH:39]([C:51]#[N:52])[C:40]([CH2:42][O:43][Si:44]([C:47]([CH3:50])([CH3:49])[CH3:48])([CH3:46])[CH3:45])=C)[CH2:19][C@H:20]([N:23]([O:31][CH2:32][C:33]3[CH:38]=[CH:37][CH:36]=[CH:35][CH:34]=3)[C:24](=[O:30])[O:25][C:26]([CH3:29])([CH3:28])[CH3:27])[CH:21]=C)=[O:17])[C:11]3[C:6](=[CH:7][CH:8]=[CH:9][CH:10]=3)[C:5]=2[CH:4]=[CH:3][CH:2]=1. The catalyst is C1(C)C=CC=CC=1.CC1C=C(C)C(N2C(=[Ru](Cl)(Cl)=CC3C=CC=CC=3OC(C)C)N(C3C(C)=CC(C)=CC=3C)CC2)=C(C)C=1. The product is [CH2:32]([O:31][N:23]([C:24]([O:25][C:26]([CH3:29])([CH3:27])[CH3:28])=[O:30])[C@H:20]1[CH2:19][N:18]([C:16]([O:15][CH2:14][CH:12]2[C:13]3[CH:1]=[CH:2][CH:3]=[CH:4][C:5]=3[C:6]3[C:11]2=[CH:10][CH:9]=[CH:8][CH:7]=3)=[O:17])[CH:39]([C:51]#[N:52])[C:40]([CH2:42][O:43][Si:44]([C:47]([CH3:48])([CH3:49])[CH3:50])([CH3:46])[CH3:45])=[CH:21]1)[C:33]1[CH:34]=[CH:35][CH:36]=[CH:37][CH:38]=1. The yield is 0.407.